From a dataset of TCR-epitope binding with 47,182 pairs between 192 epitopes and 23,139 TCRs. Binary Classification. Given a T-cell receptor sequence (or CDR3 region) and an epitope sequence, predict whether binding occurs between them. The epitope is SFHSLHLLF. The TCR CDR3 sequence is CASSIFGEAFF. Result: 0 (the TCR does not bind to the epitope).